From a dataset of NCI-60 drug combinations with 297,098 pairs across 59 cell lines. Regression. Given two drug SMILES strings and cell line genomic features, predict the synergy score measuring deviation from expected non-interaction effect. (1) Drug 1: C1=CC(=CC=C1CCCC(=O)O)N(CCCl)CCCl. Drug 2: C1=NC2=C(N1)C(=S)N=CN2. Cell line: TK-10. Synergy scores: CSS=-2.60, Synergy_ZIP=-11.3, Synergy_Bliss=-36.8, Synergy_Loewe=-37.0, Synergy_HSA=-34.8. (2) Drug 1: CC1C(C(CC(O1)OC2CC(CC3=C2C(=C4C(=C3O)C(=O)C5=C(C4=O)C(=CC=C5)OC)O)(C(=O)C)O)N)O.Cl. Drug 2: C1CCC(CC1)NC(=O)N(CCCl)N=O. Cell line: PC-3. Synergy scores: CSS=20.1, Synergy_ZIP=-4.96, Synergy_Bliss=-0.829, Synergy_Loewe=-2.88, Synergy_HSA=0.805. (3) Drug 1: CC(C1=C(C=CC(=C1Cl)F)Cl)OC2=C(N=CC(=C2)C3=CN(N=C3)C4CCNCC4)N. Drug 2: CC12CCC3C(C1CCC2O)C(CC4=C3C=CC(=C4)O)CCCCCCCCCS(=O)CCCC(C(F)(F)F)(F)F. Cell line: HCC-2998. Synergy scores: CSS=15.1, Synergy_ZIP=9.74, Synergy_Bliss=13.6, Synergy_Loewe=10.1, Synergy_HSA=10.1. (4) Drug 1: C1CCC(CC1)NC(=O)N(CCCl)N=O. Drug 2: CS(=O)(=O)CCNCC1=CC=C(O1)C2=CC3=C(C=C2)N=CN=C3NC4=CC(=C(C=C4)OCC5=CC(=CC=C5)F)Cl. Cell line: HS 578T. Synergy scores: CSS=10.8, Synergy_ZIP=-4.42, Synergy_Bliss=1.97, Synergy_Loewe=-4.43, Synergy_HSA=-1.72. (5) Drug 1: C1=CC=C(C(=C1)C(C2=CC=C(C=C2)Cl)C(Cl)Cl)Cl. Drug 2: CS(=O)(=O)OCCCCOS(=O)(=O)C. Cell line: SNB-19. Synergy scores: CSS=3.59, Synergy_ZIP=2.41, Synergy_Bliss=-2.12, Synergy_Loewe=-1.02, Synergy_HSA=-0.776. (6) Drug 1: C1=NC2=C(N=C(N=C2N1C3C(C(C(O3)CO)O)O)F)N. Drug 2: COC1=C2C(=CC3=C1OC=C3)C=CC(=O)O2. Cell line: HS 578T. Synergy scores: CSS=1.90, Synergy_ZIP=1.16, Synergy_Bliss=2.37, Synergy_Loewe=-1.81, Synergy_HSA=-0.702. (7) Drug 1: C1=CN(C(=O)N=C1N)C2C(C(C(O2)CO)O)O.Cl. Drug 2: COCCOC1=C(C=C2C(=C1)C(=NC=N2)NC3=CC=CC(=C3)C#C)OCCOC.Cl. Cell line: DU-145. Synergy scores: CSS=26.3, Synergy_ZIP=-4.84, Synergy_Bliss=4.71, Synergy_Loewe=-7.10, Synergy_HSA=2.82.